Task: Predict the product of the given reaction.. Dataset: Forward reaction prediction with 1.9M reactions from USPTO patents (1976-2016) Given the reactants C([O:3][C:4](=[O:33])[C:5]([O:8][C:9]1[CH:14]=[CH:13][C:12]([CH2:15][CH2:16][CH2:17][N:18]2[C:23](=[O:24])[C:22]3[N:25]([CH3:31])[N:26]=[C:27]([CH2:28][CH2:29][CH3:30])[C:21]=3[N:20]=[C:19]2[CH3:32])=[CH:11][CH:10]=1)([CH3:7])[CH3:6])C.[OH-].[K+].C(O)(=O)C, predict the reaction product. The product is: [CH3:31][N:25]1[C:22]2[C:23](=[O:24])[N:18]([CH2:17][CH2:16][CH2:15][C:12]3[CH:13]=[CH:14][C:9]([O:8][C:5]([CH3:6])([CH3:7])[C:4]([OH:33])=[O:3])=[CH:10][CH:11]=3)[C:19]([CH3:32])=[N:20][C:21]=2[C:27]([CH2:28][CH2:29][CH3:30])=[N:26]1.